From a dataset of Full USPTO retrosynthesis dataset with 1.9M reactions from patents (1976-2016). Predict the reactants needed to synthesize the given product. Given the product [CH2:18]([O:20][C:21]([C:23]1([NH:32][C:8](=[O:10])[C:7]2[CH:11]=[C:12]([CH2:16][OH:17])[CH:13]=[C:14]([CH3:15])[C:6]=2[O:5][CH:1]2[CH2:2][CH2:3][CH2:4]2)[CH2:31][C:30]2[C:25](=[CH:26][CH:27]=[CH:28][CH:29]=2)[CH2:24]1)=[O:22])[CH3:19], predict the reactants needed to synthesize it. The reactants are: [CH:1]1([O:5][C:6]2[C:14]([CH3:15])=[CH:13][C:12]([CH2:16][OH:17])=[CH:11][C:7]=2[C:8]([OH:10])=O)[CH2:4][CH2:3][CH2:2]1.[CH2:18]([O:20][C:21]([C:23]1([NH2:32])[CH2:31][C:30]2[C:25](=[CH:26][CH:27]=[CH:28][CH:29]=2)[CH2:24]1)=[O:22])[CH3:19].CN(C(ON1N=NC2C=CC=NC1=2)=[N+](C)C)C.F[P-](F)(F)(F)(F)F.CCN(C(C)C)C(C)C.